Dataset: Full USPTO retrosynthesis dataset with 1.9M reactions from patents (1976-2016). Task: Predict the reactants needed to synthesize the given product. (1) Given the product [CH2:40]([C:11]1[CH:10]=[C:9]([OH:8])[C:14]([F:15])=[CH:13][C:12]=1[C:16]1[N:21]=[C:20]2[NH:22][N:23]=[C:24]([C:49]([NH:48][CH3:47])=[O:58])[C:19]2=[C:18]([NH:26][CH2:27][C:28]2[CH:33]=[CH:32][CH:31]=[CH:30][C:29]=2[N:34]([CH3:39])[S:35]([CH3:38])(=[O:36])=[O:37])[N:17]=1)[CH3:41], predict the reactants needed to synthesize it. The reactants are: C([O:8][C:9]1[C:14]([F:15])=[CH:13][C:12]([C:16]2[N:21]=[C:20]3[NH:22][N:23]=[C:24](I)[C:19]3=[C:18]([NH:26][CH2:27][C:28]3[CH:33]=[CH:32][CH:31]=[CH:30][C:29]=3[N:34]([CH3:39])[S:35]([CH3:38])(=[O:37])=[O:36])[N:17]=2)=[C:11]([CH2:40][CH3:41])[CH:10]=1)C1C=CC=CC=1.CN.C1CCN2[C:47](=[N:48][CH2:49]CC2)CC1.C1C[O:58]CC1. (2) Given the product [F:25][C:26]1[CH:47]=[CH:46][C:29]([CH2:30][N:31]2[CH2:45][CH2:44][N:34]3[C:35]4[N:43]=[CH:42][CH:41]=[CH:40][C:36]=4[N:37]([C:59]([CH:57]4[CH2:58][N:55]([C:53]([O:52][C:48]([CH3:51])([CH3:50])[CH3:49])=[O:54])[CH2:56]4)=[O:60])[CH2:38][CH2:39][CH:33]3[CH2:32]2)=[CH:28][CH:27]=1, predict the reactants needed to synthesize it. The reactants are: F[P-](F)(F)(F)(F)F.N1(OC(N(C)C)=[N+](C)C)C2N=CC=CC=2N=N1.[F:25][C:26]1[CH:47]=[CH:46][C:29]([CH2:30][N:31]2[CH2:45][CH2:44][N:34]3[C:35]4[N:43]=[CH:42][CH:41]=[CH:40][C:36]=4[NH:37][CH2:38][CH2:39][CH:33]3[CH2:32]2)=[CH:28][CH:27]=1.[C:48]([O:52][C:53]([N:55]1[CH2:58][CH:57]([C:59](O)=[O:60])[CH2:56]1)=[O:54])([CH3:51])([CH3:50])[CH3:49].C(N(C(C)C)CC)(C)C. (3) The reactants are: [Si:1]([C:8]1[C:13]([F:14])=[C:12]([F:15])[N:11]=[C:10]([C:16]([C:18]2[C:19]([Cl:25])=[N:20][CH:21]=[N:22][C:23]=2Cl)=O)[C:9]=1[F:26])([C:4]([CH3:7])([CH3:6])[CH3:5])([CH3:3])[CH3:2].[NH2:27][NH2:28]. Given the product [Si:1]([C:8]1[C:13]([F:14])=[C:12]([F:15])[N:11]=[C:10]([C:16]2[C:18]3[C:23](=[N:22][CH:21]=[N:20][C:19]=3[Cl:25])[NH:28][N:27]=2)[C:9]=1[F:26])([C:4]([CH3:6])([CH3:5])[CH3:7])([CH3:2])[CH3:3], predict the reactants needed to synthesize it.